The task is: Predict the product of the given reaction.. This data is from Forward reaction prediction with 1.9M reactions from USPTO patents (1976-2016). Given the reactants [Cl:1][C:2]1[CH:3]=[CH:4][C:5]2[NH:11][C:10](=[N:12][NH2:13])[C@@H:9]([CH2:14][C:15]([O:17][CH2:18][CH3:19])=[O:16])[O:8][C@H:7]([C:20]3[CH:25]=[CH:24][CH:23]=[C:22]([O:26][CH3:27])[C:21]=3[O:28][CH3:29])[C:6]=2[CH:30]=1.[F:31][CH2:32][C:33](Cl)=[O:34].C(=O)(O)[O-].[Na+], predict the reaction product. The product is: [Cl:1][C:2]1[CH:3]=[CH:4][C:5]2[NH:11][C:10](=[N:12][NH:13][C:33](=[O:34])[CH2:32][F:31])[C@@H:9]([CH2:14][C:15]([O:17][CH2:18][CH3:19])=[O:16])[O:8][C@H:7]([C:20]3[CH:25]=[CH:24][CH:23]=[C:22]([O:26][CH3:27])[C:21]=3[O:28][CH3:29])[C:6]=2[CH:30]=1.